From a dataset of Full USPTO retrosynthesis dataset with 1.9M reactions from patents (1976-2016). Predict the reactants needed to synthesize the given product. (1) Given the product [CH:29]1([NH:31][C:22]([C:15]2[N:14]=[N:13][N:12]([C:9]3[CH:10]=[CH:11][C:6]([C:4]([NH:3][CH2:1][CH3:2])=[O:5])=[CH:7][CH:8]=3)[C:16]=2[CH2:17][CH2:18][CH:19]([CH3:21])[CH3:20])=[O:24])[CH2:30][CH2:28]1, predict the reactants needed to synthesize it. The reactants are: [CH2:1]([NH:3][C:4]([C:6]1[CH:11]=[CH:10][C:9]([N:12]2[C:16]([CH2:17][CH2:18][CH:19]([CH3:21])[CH3:20])=[C:15]([C:22]([OH:24])=O)[N:14]=[N:13]2)=[CH:8][CH:7]=1)=[O:5])[CH3:2].C1C=C[C:28]2N(O)N=[N:31][C:29]=2[CH:30]=1.C1(N)CC1.CCN=C=NCCCN(C)C. (2) Given the product [OH:1][C:2]1[CH:3]=[CH:4][C:5]([C:8]2[CH:13]=[CH:12][C:11]([C:14]#[N:15])=[CH:10][CH:9]=2)=[CH:6][C:7]=1[I:16], predict the reactants needed to synthesize it. The reactants are: [OH:1][C:2]1[CH:7]=[CH:6][C:5]([C:8]2[CH:13]=[CH:12][C:11]([C:14]#[N:15])=[CH:10][CH:9]=2)=[CH:4][CH:3]=1.[I-:16].[Na+].[OH-].[Na+].Cl[O-].[Na+].P([O-])(O)(O)=O.[Na+]. (3) Given the product [NH2:1][C:2]1[N:7]=[C:6]([N:8]([CH3:15])[C:9]2[CH:10]=[CH:11][CH:12]=[CH:13][CH:14]=2)[N:5]=[C:4]([C:16]2[N:20]=[C:19]([C:21]3[CH:22]=[CH:23][C:24]([O:27][CH2:29][C:30]#[N:31])=[N:25][CH:26]=3)[O:18][N:17]=2)[N:3]=1, predict the reactants needed to synthesize it. The reactants are: [NH2:1][C:2]1[N:7]=[C:6]([N:8]([CH3:15])[C:9]2[CH:14]=[CH:13][CH:12]=[CH:11][CH:10]=2)[N:5]=[C:4]([C:16]2[N:20]=[C:19]([C:21]3[CH:22]=[CH:23][C:24]([OH:27])=[N:25][CH:26]=3)[O:18][N:17]=2)[N:3]=1.I[CH2:29][C:30]#[N:31].C(=O)([O-])[O-].[Cs+].[Cs+]. (4) Given the product [NH2:1][CH:4]([C:14]1[C:15]([O:25][CH2:26][CH3:27])=[C:16]([C:22](=[O:24])[CH3:23])[CH:17]=[C:18]([Cl:21])[C:19]=1[F:20])[CH2:5][O:6][Si:7]([C:10]([CH3:13])([CH3:12])[CH3:11])([CH3:9])[CH3:8], predict the reactants needed to synthesize it. The reactants are: [N:1]([CH:4]([C:14]1[C:15]([O:25][CH2:26][CH3:27])=[C:16]([C:22](=[O:24])[CH3:23])[CH:17]=[C:18]([Cl:21])[C:19]=1[F:20])[CH2:5][O:6][Si:7]([C:10]([CH3:13])([CH3:12])[CH3:11])([CH3:9])[CH3:8])=[N+]=[N-].O.C1(P(C2C=CC=CC=2)C2C=CC=CC=2)C=CC=CC=1.